From a dataset of Reaction yield outcomes from USPTO patents with 853,638 reactions. Predict the reaction yield, written as a fraction of the theoretical maximum amount of product (1.0 means a 100% yield; for example, 0.34 means a 34% yield). The catalyst is O1CCCC1.CN(C)C(=O)C. The reactants are [CH3:1][C:2]1([CH3:10])[C:4]([CH3:6])([CH3:5])[CH:3]1[C:7]([OH:9])=O.CN(C)C=O.C(Cl)(=O)C(Cl)=O.Cl.[NH2:23][C:24]1[N:25]=[C:26]2[CH:31]=[CH:30][C:29]([O:32][C:33]3[CH:34]=[CH:35][C:36]([F:49])=[C:37]([NH:39][C:40]([C:42]4[N:46]([CH3:47])[N:45]=[C:44]([CH3:48])[CH:43]=4)=[O:41])[CH:38]=3)=[N:28][N:27]2[CH:50]=1.C(=O)([O-])O.[Na+]. The product is [F:49][C:36]1[CH:35]=[CH:34][C:33]([O:32][C:29]2[CH:30]=[CH:31][C:26]3[N:27]([CH:50]=[C:24]([NH:23][C:7]([CH:3]4[C:4]([CH3:5])([CH3:6])[C:2]4([CH3:1])[CH3:10])=[O:9])[N:25]=3)[N:28]=2)=[CH:38][C:37]=1[NH:39][C:40]([C:42]1[N:46]([CH3:47])[N:45]=[C:44]([CH3:48])[CH:43]=1)=[O:41]. The yield is 0.190.